Dataset: Reaction yield outcomes from USPTO patents with 853,638 reactions. Task: Predict the reaction yield, written as a fraction of the theoretical maximum amount of product (1.0 means a 100% yield; for example, 0.34 means a 34% yield). (1) The reactants are [Cl:1][C:2]1[CH:10]=[C:9]2[C:5]([CH:6]=[CH:7][NH:8]2)=[CH:4][CH:3]=1.[F:11][C:12]([F:23])([F:22])[C:13](O[C:13](=[O:14])[C:12]([F:23])([F:22])[F:11])=[O:14].O. The catalyst is O1CCCC1. The product is [Cl:1][C:2]1[CH:10]=[C:9]2[C:5]([C:6]([C:13](=[O:14])[C:12]([F:23])([F:22])[F:11])=[CH:7][NH:8]2)=[CH:4][CH:3]=1. The yield is 0.930. (2) The reactants are [CH3:1][O:2][C:3](=[O:21])[C:4]1[CH:9]=[CH:8][C:7]([C:10]2[N:11]=[C:12]3[N:17]=[C:16]([NH:18][CH3:19])[CH:15]=[CH:14][N:13]3[CH:20]=2)=[CH:6][CH:5]=1.[C:22](O[C:22]([O:24][C:25]([CH3:28])([CH3:27])[CH3:26])=[O:23])([O:24][C:25]([CH3:28])([CH3:27])[CH3:26])=[O:23]. The catalyst is C1COCC1.CN(C1C=CN=CC=1)C. The product is [CH3:1][O:2][C:3](=[O:21])[C:4]1[CH:9]=[CH:8][C:7]([C:10]2[N:11]=[C:12]3[N:17]=[C:16]([N:18]([C:22]([O:24][C:25]([CH3:28])([CH3:27])[CH3:26])=[O:23])[CH3:19])[CH:15]=[CH:14][N:13]3[CH:20]=2)=[CH:6][CH:5]=1. The yield is 0.820. (3) The reactants are P(Br)(Br)[Br:2].O[CH2:6][C:7]1[S:8][C:9]2[C:16]([C:17]3[CH:18]=[C:19]([CH:25]=[CH:26][CH:27]=3)[C:20]([O:22][CH2:23][CH3:24])=[O:21])=[CH:15][CH:14]=[CH:13][C:10]=2[C:11]=1[CH3:12]. The catalyst is C(OCC)C. The product is [Br:2][CH2:6][C:7]1[S:8][C:9]2[C:16]([C:17]3[CH:18]=[C:19]([CH:25]=[CH:26][CH:27]=3)[C:20]([O:22][CH2:23][CH3:24])=[O:21])=[CH:15][CH:14]=[CH:13][C:10]=2[C:11]=1[CH3:12]. The yield is 0.470. (4) The reactants are CC1(C)C2C(=C(P(C3C=CC=CC=3)C3C=CC=CC=3)C=CC=2)OC2C(P(C3C=CC=CC=3)C3C=CC=CC=3)=CC=CC1=2.C([O-])([O-])=O.[Cs+].[Cs+].Cl[C:50]1[C:55](=[O:56])[N:54]([CH3:57])[CH:53]=[C:52]2[CH2:58][N:59]([CH2:62][CH2:63][C:64]3[N:68]([CH3:69])[C:67]4[CH:70]=[CH:71][CH:72]=[CH:73][C:66]=4[N:65]=3)[C:60](=[O:61])[C:51]=12.[NH:74]1[CH2:79][CH2:78][O:77][CH2:76][CH2:75]1. The catalyst is O1CCOCC1.C([O-])(=O)C.C([O-])(=O)C.[Pd+2]. The product is [CH3:57][N:54]1[C:55](=[O:56])[C:50]([N:74]2[CH2:79][CH2:78][O:77][CH2:76][CH2:75]2)=[C:51]2[C:60](=[O:61])[N:59]([CH2:62][CH2:63][C:64]3[N:68]([CH3:69])[C:67]4[CH:70]=[CH:71][CH:72]=[CH:73][C:66]=4[N:65]=3)[CH2:58][C:52]2=[CH:53]1. The yield is 0.0876. (5) The reactants are [Cl-].O[NH3+:3].[C:4](=[O:7])([O-])[OH:5].[Na+].CS(C)=O.[Si]([O:20][CH:21]1[CH2:26][O:25][C:24]2([CH2:31][CH2:30][CH:29]([N:32]3[C:37](=[O:38])[C:36]([CH2:39][C:40]4[CH:45]=[CH:44][C:43]([C:46]5[C:47]([C:52]#[N:53])=[CH:48][CH:49]=[CH:50][CH:51]=5)=[CH:42][CH:41]=4)=[C:35]([CH2:54][CH2:55][CH3:56])[N:34]4[N:57]=[CH:58][N:59]=[C:33]34)[CH2:28][CH2:27]2)[O:23][CH2:22]1)(C(C)(C)C)(C)C. The catalyst is O.C(OCC)(=O)C. The product is [OH:20][CH:21]1[CH2:26][O:25][C:24]2([CH2:27][CH2:28][CH:29]([N:32]3[C:37](=[O:38])[C:36]([CH2:39][C:40]4[CH:41]=[CH:42][C:43]([C:46]5[CH:51]=[CH:50][CH:49]=[CH:48][C:47]=5[C:52]5[NH:3][C:4](=[O:7])[O:5][N:53]=5)=[CH:44][CH:45]=4)=[C:35]([CH2:54][CH2:55][CH3:56])[N:34]4[N:57]=[CH:58][N:59]=[C:33]34)[CH2:30][CH2:31]2)[O:23][CH2:22]1. The yield is 0.510. (6) The reactants are F[C:2]1[CH:7]=[CH:6][CH:5]=[C:4]([F:8])[C:3]=1[N:9]=[C:10]1[NH:14][C:13](=[O:15])[CH2:12][S:11]1.[CH3:16][C:17]1[O:18][C:19]2[CH:25]=[C:24]([CH:26]=O)[CH:23]=[CH:22][C:20]=2[N:21]=1.N1CCCCC1.C(OCC)C. The catalyst is C(O)C. The product is [F:8][C:4]1[CH:5]=[CH:6][CH:7]=[CH:2][C:3]=1[N:9]=[C:10]1[NH:14][C:13](=[O:15])[C:12](=[CH:26][C:24]2[CH:23]=[CH:22][C:20]3[N:21]=[C:17]([CH3:16])[O:18][C:19]=3[CH:25]=2)[S:11]1. The yield is 0.330.